Predict the reaction yield, written as a fraction of the theoretical maximum amount of product (1.0 means a 100% yield; for example, 0.34 means a 34% yield). From a dataset of Reaction yield outcomes from USPTO patents with 853,638 reactions. The reactants are [NH2:1][C:2]1[C:7]([C:8]([O:10]C)=[O:9])=[C:6]([C:12]([F:15])([F:14])[F:13])[N:5]=[CH:4][CH:3]=1.[OH-].[Li+].Cl.[Na+].[Cl-]. The catalyst is O1CCOCC1.CO.O. The product is [NH2:1][C:2]1[C:7]([C:8]([OH:10])=[O:9])=[C:6]([C:12]([F:15])([F:13])[F:14])[N:5]=[CH:4][CH:3]=1. The yield is 0.950.